This data is from Forward reaction prediction with 1.9M reactions from USPTO patents (1976-2016). The task is: Predict the product of the given reaction. (1) Given the reactants [NH2:1][C:2]1[CH:6]=[CH:5][NH:4][N:3]=1.[F:7][C:8]1[CH:13]=[C:12]([F:14])[CH:11]=[C:10]([F:15])[C:9]=1[CH:16]([C:22](OCC)=[O:23])[C:17](OCC)=[O:18].C(N(CCCC)CCCC)CCC, predict the reaction product. The product is: [OH:18][C:17]1[C:16]([C:9]2[C:10]([F:15])=[CH:11][C:12]([F:14])=[CH:13][C:8]=2[F:7])=[C:22]([OH:23])[N:3]2[N:4]=[CH:5][CH:6]=[C:2]2[N:1]=1. (2) Given the reactants Cl[C:2]1[CH:7]=[CH:6][C:5]([C:8]([F:11])([F:10])[F:9])=[CH:4][N:3]=1.[CH2:12]([O:19][C:20]1[CH:25]=[CH:24][C:23](B(O)O)=[CH:22][CH:21]=1)[C:13]1[CH:18]=[CH:17][CH:16]=[CH:15][CH:14]=1.[F-].[Cs+], predict the reaction product. The product is: [CH2:12]([O:19][C:20]1[CH:25]=[CH:24][C:23]([C:2]2[CH:7]=[CH:6][C:5]([C:8]([F:11])([F:10])[F:9])=[CH:4][N:3]=2)=[CH:22][CH:21]=1)[C:13]1[CH:18]=[CH:17][CH:16]=[CH:15][CH:14]=1. (3) Given the reactants [C:1]1([CH2:7][C:8]([C:10]2[CH:15]=[CH:14][C:13]([C:16]([F:19])([F:18])[F:17])=[CH:12][CH:11]=2)=O)[CH:6]=[CH:5][CH:4]=[CH:3][CH:2]=1.[CH2:20]([O:22][C:23]1[CH:24]=[C:25]([CH:28]=[C:29]([N+:32]([O-:34])=[O:33])[C:30]=1[OH:31])[CH:26]=O)[CH3:21].[NH2:35][C:36]([NH2:38])=[O:37].Cl, predict the reaction product. The product is: [CH2:20]([O:22][C:23]1[CH:24]=[C:25]([CH:26]2[C:7]([C:1]3[CH:6]=[CH:5][CH:4]=[CH:3][CH:2]=3)=[C:8]([C:10]3[CH:15]=[CH:14][C:13]([C:16]([F:19])([F:18])[F:17])=[CH:12][CH:11]=3)[NH:38][C:36](=[O:37])[NH:35]2)[CH:28]=[C:29]([N+:32]([O-:34])=[O:33])[C:30]=1[OH:31])[CH3:21]. (4) The product is: [Cl:1][CH2:2][C:3]1[N:4]=[C:5]([C:14]2[CH:19]=[CH:18][CH:17]=[CH:16][CH:15]=2)[O:6][C:7]=1[CH3:8]. Given the reactants [Cl:1][CH2:2][C:3]1[N:4]=[C:5]([C:14]2[CH:19]=[CH:18][C:17](C)=[CH:16][CH:15]=2)[O:6][C:7]=1[C:8]1C=CC=CC=1.C/C(/C(C)=O)=N\O.C(=O)C1C=CC=CC=1, predict the reaction product.